This data is from Forward reaction prediction with 1.9M reactions from USPTO patents (1976-2016). The task is: Predict the product of the given reaction. (1) The product is: [CH3:21][N:22]([CH3:32])[C:23]1[CH:24]=[C:25]([CH:29]=[CH:30][CH:31]=1)[C:26]([NH:8][C:5]1[CH:6]=[CH:7][C:2]([CH3:1])=[C:3]([NH:9][C:10]2[O:11][C:12]([C:15]3[CH:16]=[N:17][CH:18]=[CH:19][CH:20]=3)=[CH:13][N:14]=2)[CH:4]=1)=[O:27]. Given the reactants [CH3:1][C:2]1[CH:7]=[CH:6][C:5]([NH2:8])=[CH:4][C:3]=1[NH:9][C:10]1[O:11][C:12]([C:15]2[CH:16]=[N:17][CH:18]=[CH:19][CH:20]=2)=[CH:13][N:14]=1.[CH3:21][N:22]([CH3:32])[C:23]1[CH:24]=[C:25]([CH:29]=[CH:30][CH:31]=1)[C:26](O)=[O:27].Cl.CN(C)CCCN=C=NCC.ON1C2C=CC=CC=2N=N1.C(N(CC)CC)C, predict the reaction product. (2) Given the reactants Br[C:2]1[CH:3]=[C:4]2[C:9](=[CH:10][CH:11]=1)[N:8]=[CH:7][C:6]([C:12]([CH:14]1[CH2:16][CH2:15]1)=[O:13])=[C:5]2[NH:17][C:18]1[CH:23]=[CH:22][C:21]([CH:24]([OH:29])[CH2:25][N:26]([CH3:28])[CH3:27])=[CH:20][CH:19]=1.[Cl:30][C:31]1[CH:36]=[C:35](B2OC(C)(C)C(C)(C)O2)[CH:34]=[C:33]([F:46])[C:32]=1[OH:47], predict the reaction product. The product is: [Cl:30][C:31]1[CH:36]=[C:35]([C:2]2[CH:3]=[C:4]3[C:9](=[CH:10][CH:11]=2)[N:8]=[CH:7][C:6]([C:12]([CH:14]2[CH2:16][CH2:15]2)=[O:13])=[C:5]3[NH:17][C:18]2[CH:19]=[CH:20][C:21]([CH:24]([OH:29])[CH2:25][N:26]([CH3:28])[CH3:27])=[CH:22][CH:23]=2)[CH:34]=[C:33]([F:46])[C:32]=1[OH:47]. (3) Given the reactants C(Cl)Cl.Cl[Si:5]([C:8]([CH3:11])([CH3:10])[CH3:9])([CH3:7])[CH3:6].[OH:12][CH2:13][CH2:14]/[C:15](=[CH:25]\[S:26][C:27]1[CH:32]=[CH:31][CH:30]=[CH:29][CH:28]=1)/[C:16]([NH:18][C:19]1[CH:24]=[CH:23][CH:22]=[CH:21][CH:20]=1)=[O:17].N1C=CN=C1, predict the reaction product. The product is: [Si:5]([O:12][CH2:13][CH2:14]/[C:15](=[CH:25]\[S:26][C:27]1[CH:32]=[CH:31][CH:30]=[CH:29][CH:28]=1)/[C:16]([NH:18][C:19]1[CH:24]=[CH:23][CH:22]=[CH:21][CH:20]=1)=[O:17])([C:8]([CH3:11])([CH3:10])[CH3:9])([CH3:7])[CH3:6]. (4) The product is: [ClH:39].[NH2:7][CH:8]([C:9]1[C:13](=[O:14])[CH2:12][CH2:11][C:10]=1[NH:15][C:16]1[CH:21]=[CH:20][N:19]=[C:18]([C:22]([F:25])([F:24])[F:23])[CH:17]=1)[C:26]1[CH:31]=[CH:30][C:29]([C:32]#[N:33])=[CH:28][C:27]=1[S:34]([CH3:37])(=[O:36])=[O:35]. Given the reactants C(OC(=O)[NH:7][CH:8]([C:26]1[CH:31]=[CH:30][C:29]([C:32]#[N:33])=[CH:28][C:27]=1[S:34]([CH3:37])(=[O:36])=[O:35])[C:9]1[C:13](=[O:14])[CH2:12][CH2:11][C:10]=1[NH:15][C:16]1[CH:21]=[CH:20][N:19]=[C:18]([C:22]([F:25])([F:24])[F:23])[CH:17]=1)(C)(C)C.[ClH:39], predict the reaction product. (5) Given the reactants [NH2:1][C:2]1[C:3]([NH:12][CH2:13][C@@H:14]2[CH2:18][CH2:17][N:16]([C:19]([CH:21]3[CH2:23][CH2:22]3)=[O:20])[CH2:15]2)=[C:4]([CH:9]=[CH:10][CH:11]=1)[C:5]([NH:7][CH3:8])=[O:6].[OH:24][C:25]1[CH:26]=[C:27]([C:31]2[CH:38]=[CH:37][C:34]([CH:35]=O)=[CH:33][CH:32]=2)[CH:28]=[CH:29][CH:30]=1.OOS([O-])=O.[K+], predict the reaction product. The product is: [CH:21]1([C:19]([N:16]2[CH2:17][CH2:18][C@@H:14]([CH2:13][N:12]3[C:3]4[C:4]([C:5]([NH:7][CH3:8])=[O:6])=[CH:9][CH:10]=[CH:11][C:2]=4[N:1]=[C:35]3[C:34]3[CH:33]=[CH:32][C:31]([C:27]4[CH:28]=[CH:29][CH:30]=[C:25]([OH:24])[CH:26]=4)=[CH:38][CH:37]=3)[CH2:15]2)=[O:20])[CH2:23][CH2:22]1. (6) Given the reactants C([Si](C)(C)[O:6][C:7]1[CH:12]=[CH:11][C:10]([C@@H:13]([NH:16][C:17]([C@H:19]2[CH2:21][C@@H:20]2[C:22]2[S:23][CH:24]=[CH:25][CH:26]=2)=[O:18])[CH2:14][OH:15])=[C:9]([O:27][CH3:28])[CH:8]=1)(C)(C)C.CCCC[N+](CCCC)(CCCC)CCCC.[F-], predict the reaction product. The product is: [OH:15][CH2:14][C@H:13]([NH:16][C:17]([C@H:19]1[CH2:21][C@@H:20]1[C:22]1[S:23][CH:24]=[CH:25][CH:26]=1)=[O:18])[C:10]1[CH:11]=[CH:12][C:7]([OH:6])=[CH:8][C:9]=1[O:27][CH3:28]. (7) Given the reactants [Cl:1][C:2]1[CH:11]=[C:10]([C:12]2[N:17]=[C:16]3[N:18]([CH2:21][C:22]4[CH:23]=[C:24]5[C:29](=[CH:30][CH:31]=4)[N:28]=[CH:27][CH:26]=[CH:25]5)[N:19]=[N:20][C:15]3=[CH:14][CH:13]=2)[CH:9]=[CH:8][C:3]=1[C:4]([O:6]C)=[O:5].[OH-].[Li+].C1COCC1.Cl, predict the reaction product. The product is: [Cl:1][C:2]1[CH:11]=[C:10]([C:12]2[N:17]=[C:16]3[N:18]([CH2:21][C:22]4[CH:23]=[C:24]5[C:29](=[CH:30][CH:31]=4)[N:28]=[CH:27][CH:26]=[CH:25]5)[N:19]=[N:20][C:15]3=[CH:14][CH:13]=2)[CH:9]=[CH:8][C:3]=1[C:4]([OH:6])=[O:5]. (8) Given the reactants [Cl:1][C:2]1[CH:3]=[N:4][CH:5]=[C:6]([C:8]#[C:9][Si](C)(C)C)[CH:7]=1.C(=O)([O-])[O-].[K+].[K+], predict the reaction product. The product is: [Cl:1][C:2]1[CH:3]=[N:4][CH:5]=[C:6]([C:8]#[CH:9])[CH:7]=1. (9) Given the reactants Br[C:2]1[CH:7]=[C:6]([CH3:8])[C:5]([C:9]([F:12])([F:11])[F:10])=[CH:4][C:3]=1[N+:13]([O-:15])=[O:14].[Cu][C:17]#[N:18].Cl, predict the reaction product. The product is: [CH3:8][C:6]1[C:5]([C:9]([F:12])([F:11])[F:10])=[CH:4][C:3]([N+:13]([O-:15])=[O:14])=[C:2]([CH:7]=1)[C:17]#[N:18]. (10) Given the reactants [ClH:1].[CH:2]([N:5]1[CH2:10][CH2:9][N:8]([C:11]([CH:13]2[CH2:18][CH2:17][N:16]([C:19]3[CH:24]=[CH:23][C:22]([C:25](O)=[O:26])=[CH:21][CH:20]=3)[CH2:15][CH2:14]2)=[O:12])[CH2:7][CH2:6]1)([CH3:4])[CH3:3].[NH:28]1[CH2:33][CH2:32][O:31][CH2:30][CH2:29]1.C1C=CC2N(O)N=NC=2C=1.Cl, predict the reaction product. The product is: [ClH:1].[CH:2]([N:5]1[CH2:6][CH2:7][N:8]([C:11]([CH:13]2[CH2:14][CH2:15][N:16]([C:19]3[CH:24]=[CH:23][C:22]([C:25]([CH:30]4[O:31][CH2:32][CH2:33][NH:28][CH2:29]4)=[O:26])=[CH:21][CH:20]=3)[CH2:17][CH2:18]2)=[O:12])[CH2:9][CH2:10]1)([CH3:4])[CH3:3].